Dataset: Reaction yield outcomes from USPTO patents with 853,638 reactions. Task: Predict the reaction yield, written as a fraction of the theoretical maximum amount of product (1.0 means a 100% yield; for example, 0.34 means a 34% yield). (1) The reactants are [OH:1][C:2]1[N:3]=[C:4]2[C:12]([O:13][CH2:14][CH2:15][CH2:16][N:17]3[CH2:22][CH2:21][O:20][CH2:19][CH2:18]3)=[CH:11][CH:10]=[CH:9][N:5]2[C:6](=[O:8])[CH:7]=1.Br[CH2:24][N:25]1[C:29](=[O:30])[C:28]2[C:31]([CH:44]([CH3:46])[CH3:45])=[CH:32][C:33]([O:35][CH2:36][CH2:37][N:38]3[CH2:43][CH2:42][O:41][CH2:40][CH2:39]3)=[CH:34][C:27]=2[S:26]1(=[O:48])=[O:47]. No catalyst specified. The product is [O:20]1[CH2:19][CH2:18][N:17]([CH2:16][CH2:15][CH2:14][O:13][C:12]2[C:4]3=[N:3][C:2]([O:1][CH2:24][N:25]4[C:29](=[O:30])[C:28]5[C:31]([CH:44]([CH3:45])[CH3:46])=[CH:32][C:33]([O:35][CH2:36][CH2:37][N:38]6[CH2:39][CH2:40][O:41][CH2:42][CH2:43]6)=[CH:34][C:27]=5[S:26]4(=[O:48])=[O:47])=[CH:7][C:6](=[O:8])[N:5]3[CH:9]=[CH:10][CH:11]=2)[CH2:22][CH2:21]1. The yield is 0.134. (2) The reactants are [NH2:1][C:2]1[CH:7]=[CH:6][C:5]([C:8]([CH3:12])([CH3:11])[C:9]#[N:10])=[C:4](Br)[CH:3]=1.[S:14]1[CH:18]=[CH:17][C:16](B(O)O)=[CH:15]1.C([O-])([O-])=O.[K+].[K+]. The catalyst is COCCOC. The product is [NH2:1][C:2]1[CH:7]=[CH:6][C:5]([C:8]([CH3:12])([CH3:11])[C:9]#[N:10])=[C:4]([C:16]2[CH:17]=[CH:18][S:14][CH:15]=2)[CH:3]=1. The yield is 0.410. (3) The reactants are O[C:2]1C2NC(=O)COC=2C=CC=1.C([O-])([O-])=O.[K+].[K+].BrCC(OCC)=O.[O:26]=[C:27]1[CH2:32][O:31][C:30]2[CH:33]=[CH:34][CH:35]=[C:36]([O:37][CH2:38][C:39]([O:41][CH2:42][CH3:43])=[O:40])[C:29]=2[NH:28]1.CI. The catalyst is CN(C=O)C. The product is [CH3:2][N:28]1[C:27](=[O:26])[CH2:32][O:31][C:30]2[CH:33]=[CH:34][CH:35]=[C:36]([O:37][CH2:38][C:39]([O:41][CH2:42][CH3:43])=[O:40])[C:29]1=2. The yield is 0.560. (4) The product is [C:1]([O:5][C:6]([N:8]1[CH2:13][CH2:12][CH2:11][CH:10]([CH2:14][O:15][C:26]2[CH:25]=[CH:24][C:23]([C:20]3[CH:19]=[CH:18][C:17]([Cl:16])=[CH:22][CH:21]=3)=[CH:28][CH:27]=2)[CH2:9]1)=[O:7])([CH3:4])([CH3:3])[CH3:2]. The reactants are [C:1]([O:5][C:6]([N:8]1[CH2:13][CH2:12][CH2:11][CH:10]([CH2:14][OH:15])[CH2:9]1)=[O:7])([CH3:4])([CH3:3])[CH3:2].[Cl:16][C:17]1[CH:22]=[CH:21][C:20]([C:23]2[CH:28]=[CH:27][C:26](O)=[CH:25][CH:24]=2)=[CH:19][CH:18]=1.C1(P(C2C=CC=CC=2)C2C=CC=CC=2)C=CC=CC=1.CCOC(/N=N/C(OCC)=O)=O.C1(C)C=CC=CC=1. The catalyst is O1CCCC1.O. The yield is 0.670. (5) The reactants are [CH3:1][O:2][C:3]([NH2:5])=N.Cl.C[O:8][C:9](=O)[CH2:10][C:11]#[N:12].[CH3:14][O-].[Na+]. The catalyst is CO. The product is [CH3:1][O:2][CH:3]1[CH2:14][C:11](=[NH:12])[CH2:10][C:9](=[O:8])[NH:5]1. The yield is 0.760. (6) The reactants are [CH3:1][O:2][C:3]1[CH:4]=[C:5]([C:11]2[C:19]3[C:14](=[CH:15][CH:16]=[C:17]([C:20]#[N:21])[CH:18]=3)[NH:13][N:12]=2)[CH:6]=[CH:7][C:8]=1[O:9][CH3:10].[OH-:22].[Na+].OO.Cl. The catalyst is C(O)C.O. The product is [CH3:1][O:2][C:3]1[CH:4]=[C:5]([C:11]2[C:19]3[C:14](=[CH:15][CH:16]=[C:17]([C:20]([NH2:21])=[O:22])[CH:18]=3)[NH:13][N:12]=2)[CH:6]=[CH:7][C:8]=1[O:9][CH3:10]. The yield is 0.840. (7) The reactants are F[C:2]1[CH:7]=[C:6]([N+:8]([O-:10])=[O:9])[CH:5]=[C:4](F)[C:3]=1F.[CH3:13][O:14][CH2:15][CH2:16]O.[H-].[Na+].C(OCC)(=O)C.C[N:27](C=O)C. The product is [CH3:13][O:14][CH2:15][CH2:16][NH:27][C:3]1[CH:4]=[CH:5][C:6]([N+:8]([O-:10])=[O:9])=[CH:7][CH:2]=1. The yield is 0.800. The catalyst is O.